From a dataset of Reaction yield outcomes from USPTO patents with 853,638 reactions. Predict the reaction yield, written as a fraction of the theoretical maximum amount of product (1.0 means a 100% yield; for example, 0.34 means a 34% yield). (1) The reactants are [Cl:1][C:2]1[C:3]([C:9]2[N:14]=[C:13]([NH:15][CH2:16][CH:17]3[CH2:22][CH2:21][O:20][CH2:19][CH2:18]3)[C:12]([NH2:23])=[N:11][CH:10]=2)=[CH:4][C:5](F)=[N:6][CH:7]=1.[C@H:24]1([NH2:31])[CH2:29][CH2:28][C@H:27]([NH2:30])[CH2:26][CH2:25]1. The catalyst is CS(C)=O. The product is [NH2:30][C@H:27]1[CH2:28][CH2:29][C@H:24]([NH:31][C:5]2[CH:4]=[C:3]([C:9]3[N:14]=[C:13]([NH:15][CH2:16][CH:17]4[CH2:22][CH2:21][O:20][CH2:19][CH2:18]4)[C:12]([NH2:23])=[N:11][CH:10]=3)[C:2]([Cl:1])=[CH:7][N:6]=2)[CH2:25][CH2:26]1. The yield is 0.499. (2) The reactants are [CH3:1][N:2]1[C:10]2[CH2:9][CH2:8][CH:7]=[C:6]([C:11]([O-:13])=[O:12])[C:5]=2[CH:4]=[N:3]1.[BH4-].[Na+].[CH3:16]O. The catalyst is Cl[Ni]Cl. The product is [CH3:1][N:2]1[C:10]2[CH2:9][CH2:8][CH2:7][CH:6]([C:11]([O:13][CH3:16])=[O:12])[C:5]=2[CH:4]=[N:3]1. The yield is 0.940.